From a dataset of Full USPTO retrosynthesis dataset with 1.9M reactions from patents (1976-2016). Predict the reactants needed to synthesize the given product. (1) Given the product [C:30]1([C:9]2[CH:10]=[CH:11][C:12]3[C:13]4[C:18](=[CH:17][CH:16]=[CH:15][CH:14]=4)[NH:19][C:20]=3[C:8]=2[C:4]2[CH:3]=[CH:2][CH:7]=[CH:6][CH:5]=2)[CH:29]=[CH:6][CH:7]=[CH:2][CH:3]=1, predict the reactants needed to synthesize it. The reactants are: I[C:2]1[CH:3]=[C:4]([C:8]2[C:20]3[NH:19][C:18]4[C:13](=[CH:14][CH:15]=[CH:16][CH:17]=4)[C:12]=3[CH:11]=[CH:10][CH:9]=2)[CH:5]=[CH:6][CH:7]=1.[OH-].C([N+]([CH2:29][CH3:30])(CC)CC)C. (2) Given the product [N+:11]([C:8]1[CH:7]=[C:3]2[C:2](=[CH:10][CH:9]=1)[N:1]=[CH:18][N:19]=[C:4]2[OH:6])([O-:13])=[O:12], predict the reactants needed to synthesize it. The reactants are: [NH2:1][C:2]1[CH:10]=[CH:9][C:8]([N+:11]([O-:13])=[O:12])=[CH:7][C:3]=1[C:4]([OH:6])=O.C(O)(=O)C.[CH:18](N)=[NH:19]. (3) Given the product [CH2:26]([N:4]1[CH2:3][CH2:2][N:1]([C:7]2[C:8]3[C:21]4[CH2:22][CH2:23][CH2:24][CH2:25][C:20]=4[S:19][C:9]=3[N:10]=[C:11]([C:13]3[CH:14]=[CH:15][N:16]=[CH:17][CH:18]=3)[N:12]=2)[CH2:6][CH2:5]1)[C:27]1[CH:32]=[CH:31][CH:30]=[CH:29][CH:28]=1, predict the reactants needed to synthesize it. The reactants are: [N:1]1([C:7]2[C:8]3[C:21]4[CH2:22][CH2:23][CH2:24][CH2:25][C:20]=4[S:19][C:9]=3[N:10]=[C:11]([C:13]3[CH:18]=[CH:17][N:16]=[CH:15][CH:14]=3)[N:12]=2)[CH2:6][CH2:5][NH:4][CH2:3][CH2:2]1.[CH:26](=O)[C:27]1[CH:32]=[CH:31][C:30](OC)=[CH:29][CH:28]=1.C(O)(=O)C.